This data is from Full USPTO retrosynthesis dataset with 1.9M reactions from patents (1976-2016). The task is: Predict the reactants needed to synthesize the given product. (1) The reactants are: [NH2:1][C@@H:2]([CH2:33][C:34]1[CH:39]=[CH:38][CH:37]=[CH:36][CH:35]=1)[C@@H:3]([OH:32])[CH2:4][C@@H:5]([NH:19][C:20]([C@@H:22]([NH:27][C:28](=[O:31])[O:29][CH3:30])[C:23]([CH3:26])([CH3:25])[CH3:24])=[O:21])[CH2:6][C:7]1[CH:12]=[CH:11][C:10]([C:13]2[CH:18]=[CH:17][CH:16]=[CH:15][N:14]=2)=[CH:9][CH:8]=1.[CH3:40][C@@H:41]([CH2:60][CH3:61])[C@H:42]([N:46]1[CH2:50][CH2:49][N:48]([CH2:51][C:52]2[C:53]([CH3:58])=[N:54][CH:55]=[CH:56][CH:57]=2)[C:47]1=[O:59])[C:43](O)=[O:44].CCOP(ON1N=NC2C=CC=CC=2C1=O)(OCC)=O.C(N(CC)C(C)C)(C)C. Given the product [OH:32][C@H:3]([C@@H:2]([NH:1][C:43](=[O:44])[C@@H:42]([N:46]1[CH2:50][CH2:49][N:48]([CH2:51][C:52]2[C:53]([CH3:58])=[N:54][CH:55]=[CH:56][CH:57]=2)[C:47]1=[O:59])[CH:41]([CH3:40])[CH2:60][CH3:61])[CH2:33][C:34]1[CH:35]=[CH:36][CH:37]=[CH:38][CH:39]=1)[CH2:4][C@@H:5]([NH:19][C:20]([C@@H:22]([NH:27][C:28](=[O:31])[O:29][CH3:30])[C:23]([CH3:26])([CH3:25])[CH3:24])=[O:21])[CH2:6][C:7]1[CH:12]=[CH:11][C:10]([C:13]2[CH:18]=[CH:17][CH:16]=[CH:15][N:14]=2)=[CH:9][CH:8]=1, predict the reactants needed to synthesize it. (2) Given the product [CH:1]1([C:4]2[N:8]=[C:7]([C:9]3[C:10]4[CH2:18][CH2:17][CH:16]([C:19]([F:21])([F:20])[F:22])[CH2:15][C:11]=4[S:12][C:13]=3[NH:14][C:31]([C:23]3[CH2:27][CH2:26][CH2:25][C:24]=3[C:28]([OH:30])=[O:29])=[O:32])[O:6][N:5]=2)[CH2:2][CH2:3]1, predict the reactants needed to synthesize it. The reactants are: [CH:1]1([C:4]2[N:8]=[C:7]([C:9]3[C:10]4[CH2:18][CH2:17][CH:16]([C:19]([F:22])([F:21])[F:20])[CH2:15][C:11]=4[S:12][C:13]=3[NH2:14])[O:6][N:5]=2)[CH2:3][CH2:2]1.[C:23]12[C:31](=[O:32])[O:30][C:28](=[O:29])[C:24]=1[CH2:25][CH2:26][CH2:27]2. (3) Given the product [CH:1]1[C:10]2[C:5](=[CH:6][C:7]([C:11]3[O:15][C:14]([NH:16][CH2:28][C@@H:24]([NH:25][C:31](=[O:32])[O:33][C:34]([CH3:37])([CH3:36])[CH3:35])[CH2:23][C:22]4[CH:38]=[CH:39][C:19]([C:18]([F:41])([F:40])[F:17])=[CH:20][CH:21]=4)=[N:13][N:12]=3)=[CH:8][CH:9]=2)[CH:4]=[CH:3][N:2]=1, predict the reactants needed to synthesize it. The reactants are: [CH:1]1[C:10]2[C:5](=[CH:6][C:7]([C:11]3[O:15][C:14]([NH2:16])=[N:13][N:12]=3)=[CH:8][CH:9]=2)[CH:4]=[CH:3][N:2]=1.[F:17][C:18]([F:41])([F:40])[C:19]1[CH:39]=[CH:38][C:22]([CH2:23][C@H:24]2[CH2:28]OS(=O)(=O)[N:25]2[C:31]([O:33][C:34]([CH3:37])([CH3:36])[CH3:35])=[O:32])=[CH:21][CH:20]=1.C([O-])([O-])=O.[Cs+].[Cs+]. (4) Given the product [C:1]([O:5][C:6]([N:8]([C@@H:22]1[CH2:26][CH2:25][N:24]([CH2:30][CH:27]2[CH2:29][CH2:28]2)[CH2:23]1)[C:9]1[N:14]=[CH:13][C:12](/[CH:15]=[CH:16]/[C:17]([O:19][CH2:20][CH3:21])=[O:18])=[CH:11][CH:10]=1)=[O:7])([CH3:2])([CH3:3])[CH3:4], predict the reactants needed to synthesize it. The reactants are: [C:1]([O:5][C:6]([N:8]([C@@H:22]1[CH2:26][CH2:25][NH:24][CH2:23]1)[C:9]1[N:14]=[CH:13][C:12](/[CH:15]=[CH:16]/[C:17]([O:19][CH2:20][CH3:21])=[O:18])=[CH:11][CH:10]=1)=[O:7])([CH3:4])([CH3:3])[CH3:2].[CH:27]1([CH2:30]Br)[CH2:29][CH2:28]1.C(=O)([O-])O.[K+].[I-].[K+].C([O-])(O)=O.[Na+]. (5) Given the product [NH3:7].[CH2:40]([O:39][C:36]1[CH:37]=[CH:38][C:33]([CH2:32][CH2:31][O:16][C:12]2[CH:11]=[C:10]([CH2:9][CH2:8][NH:7][C:6](=[O:17])[O:5][C:1]([CH3:4])([CH3:2])[CH3:3])[CH:15]=[CH:14][CH:13]=2)=[CH:34][C:35]=1[C@@H:47]([C:57]1[CH:58]=[CH:59][CH:60]=[CH:61][CH:62]=1)[CH2:48][CH2:49][N:50]([CH:54]([CH3:55])[CH3:56])[CH:51]([CH3:53])[CH3:52])[C:41]1[CH:42]=[CH:43][CH:44]=[CH:45][CH:46]=1, predict the reactants needed to synthesize it. The reactants are: [C:1]([O:5][C:6](=[O:17])[NH:7][CH2:8][CH2:9][C:10]1[CH:15]=[CH:14][CH:13]=[C:12]([OH:16])[CH:11]=1)([CH3:4])([CH3:3])[CH3:2].C(=O)([O-])[O-].[K+].[K+].[I-].[K+].CS(O[CH2:31][CH2:32][C:33]1[CH:38]=[CH:37][C:36]([O:39][CH2:40][C:41]2[CH:46]=[CH:45][CH:44]=[CH:43][CH:42]=2)=[C:35]([C@@H:47]([C:57]2[CH:62]=[CH:61][CH:60]=[CH:59][CH:58]=2)[CH2:48][CH2:49][N:50]([CH:54]([CH3:56])[CH3:55])[CH:51]([CH3:53])[CH3:52])[CH:34]=1)(=O)=O. (6) Given the product [C:17]([O:22][CH2:23][O:10][C:8]1[CH:7]=[CH:6][C:3]([CH:4]=[O:5])=[C:2]([F:1])[CH:9]=1)(=[O:21])[CH2:18][CH2:19][CH3:20], predict the reactants needed to synthesize it. The reactants are: [F:1][C:2]1[CH:9]=[C:8]([OH:10])[CH:7]=[CH:6][C:3]=1[CH:4]=[O:5].C([O-])([O-])=O.[K+].[K+].[C:17]([O:22][CH2:23]Cl)(=[O:21])[CH2:18][CH2:19][CH3:20]. (7) Given the product [CH3:1][O:2][C:3]1[CH:8]=[CH:7][CH:6]=[CH:5][C:4]=1[S:9]([N:12]([CH3:25])[C:13]1[CH:14]=[CH:15][CH:16]=[C:17]2[C:21]=1[NH:20][C:19]([C:22](=[S:35])[NH2:24])=[CH:18]2)(=[O:11])=[O:10], predict the reactants needed to synthesize it. The reactants are: [CH3:1][O:2][C:3]1[CH:8]=[CH:7][CH:6]=[CH:5][C:4]=1[S:9]([N:12]([CH3:25])[C:13]1[CH:14]=[CH:15][CH:16]=[C:17]2[C:21]=1[NH:20][C:19]([C:22]([NH2:24])=O)=[CH:18]2)(=[O:11])=[O:10].COC1C=CC(P2(SP(C3C=CC(OC)=CC=3)(=S)S2)=[S:35])=CC=1. (8) Given the product [Cl:20][C:21]1[CH:22]=[CH:23][C:24]([S:27]([C:30](=[CH:18][C:11]2[C:12]3[C:17](=[CH:16][CH:15]=[CH:14][CH:13]=3)[N:9]([C:8]#[C:7][C:1]3[CH:6]=[CH:5][CH:4]=[CH:3][CH:2]=3)[CH:10]=2)[C:31]#[N:32])(=[O:28])=[O:29])=[CH:25][CH:26]=1, predict the reactants needed to synthesize it. The reactants are: [C:1]1([C:7]#[C:8][N:9]2[C:17]3[C:12](=[CH:13][CH:14]=[CH:15][CH:16]=3)[C:11]([CH:18]=O)=[CH:10]2)[CH:6]=[CH:5][CH:4]=[CH:3][CH:2]=1.[Cl:20][C:21]1[CH:26]=[CH:25][C:24]([S:27]([CH2:30][C:31]#[N:32])(=[O:29])=[O:28])=[CH:23][CH:22]=1. (9) Given the product [CH:1]12[CH2:8][CH:7]3[CH2:6][CH:5]([CH2:4][CH:3]([CH2:9]3)[CH:2]1[C:11]1[CH:15]=[CH:14][C:13](=[C:19]([CH3:21])[CH3:18])[CH:12]=1)[CH2:10]2, predict the reactants needed to synthesize it. The reactants are: [CH:1]12[CH2:10][CH:5]3[CH2:6][CH:7]([CH2:9][CH:3]([CH2:4]3)[CH:2]1[C:11]1[CH2:15][CH:14]=[CH:13][CH:12]=1)[CH2:8]2.CO.[CH3:18][C:19]([CH3:21])=O.N1CCCC1.